Dataset: Forward reaction prediction with 1.9M reactions from USPTO patents (1976-2016). Task: Predict the product of the given reaction. (1) Given the reactants [CH2:1]([N:3]1[C:7]([OH:8])=[CH:6][C:5]([C:9]([OH:11])=[O:10])=[N:4]1)[CH3:2].[CH3:12]C1C=CC(S(O)(=O)=O)=CC=1, predict the reaction product. The product is: [CH2:1]([N:3]1[C:7]([OH:8])=[CH:6][C:5]([C:9]([O:11][CH3:12])=[O:10])=[N:4]1)[CH3:2]. (2) Given the reactants C([O:8][C:9]1[CH:14]=[CH:13][C:12]([C:15]([CH3:22])([CH3:21])[C:16]([O:18][CH2:19][CH3:20])=[O:17])=[CH:11][CH:10]=1)C1C=CC=CC=1, predict the reaction product. The product is: [OH:8][C:9]1[CH:10]=[CH:11][C:12]([C:15]([CH3:21])([CH3:22])[C:16]([O:18][CH2:19][CH3:20])=[O:17])=[CH:13][CH:14]=1. (3) Given the reactants [Br:1][C:2]1[CH:7]=[C:6]([F:8])[CH:5]=[CH:4][C:3]=1[OH:9].C(=O)([O-])[O-].[K+].[K+].[CH2:16](Br)[C:17]1[CH:22]=[CH:21][CH:20]=[CH:19][CH:18]=1.[Cl-].[Na+], predict the reaction product. The product is: [CH2:16]([O:9][C:3]1[CH:4]=[CH:5][C:6]([F:8])=[CH:7][C:2]=1[Br:1])[C:17]1[CH:22]=[CH:21][CH:20]=[CH:19][CH:18]=1.